From a dataset of Forward reaction prediction with 1.9M reactions from USPTO patents (1976-2016). Predict the product of the given reaction. Given the reactants [CH3:1][S:2][CH2:3][C:4]([O:6]CC)=O.S(Cl)(Cl)(=O)=O.[F:14][C:15]1[CH:21]=[CH:20][C:19]([N+:22]([O-:24])=[O:23])=[CH:18][C:16]=1[NH2:17].CN(C)C1C2C(=CC=CC=2N(C)C)C=CC=1, predict the reaction product. The product is: [F:14][C:15]1[CH:21]=[CH:20][C:19]([N+:22]([O-:24])=[O:23])=[C:18]2[C:16]=1[NH:17][C:4](=[O:6])[CH:3]2[S:2][CH3:1].